From a dataset of Full USPTO retrosynthesis dataset with 1.9M reactions from patents (1976-2016). Predict the reactants needed to synthesize the given product. (1) Given the product [CH2:27]([O:26][C:22]1[CH:23]=[C:24]2[C:19](=[CH:20][C:21]=1[O:37][CH2:38][CH2:39][CH2:40][CH2:41][CH2:42][CH2:43][CH2:44][CH2:45][CH2:46][CH3:47])[C:18]1[C:13](=[CH:14][C:15]([O:59][CH2:60][CH2:61][CH2:62][CH2:63][CH2:64][CH2:65][CH2:66][CH2:67][CH2:68][CH3:69])=[C:16]([O:48][CH2:49][CH2:50][CH2:51][CH2:52][CH2:53][CH2:54][CH2:55][CH2:56][CH2:57][CH3:58])[CH:17]=1)[C:12]1[C:11](=[O:70])[CH:10]=[CH:9][C:8](=[O:7])[C:25]2=1)[CH2:28][CH2:29][CH2:30][CH2:31][CH2:32][CH2:33][CH2:34][CH2:35][CH3:36], predict the reactants needed to synthesize it. The reactants are: C1COCC1.C[O:7][C:8]1[C:25]2[C:24]3[C:19](=[CH:20][C:21]([O:37][CH2:38][CH2:39][CH2:40][CH2:41][CH2:42][CH2:43][CH2:44][CH2:45][CH2:46][CH3:47])=[C:22]([O:26][CH2:27][CH2:28][CH2:29][CH2:30][CH2:31][CH2:32][CH2:33][CH2:34][CH2:35][CH3:36])[CH:23]=3)[C:18]3[C:13](=[CH:14][C:15]([O:59][CH2:60][CH2:61][CH2:62][CH2:63][CH2:64][CH2:65][CH2:66][CH2:67][CH2:68][CH3:69])=[C:16]([O:48][CH2:49][CH2:50][CH2:51][CH2:52][CH2:53][CH2:54][CH2:55][CH2:56][CH2:57][CH3:58])[CH:17]=3)[C:12]=2[C:11]([O:70]C)=[CH:10][CH:9]=1. (2) Given the product [N:10]([C@@H:5]1[CH2:4][O:3][CH2:2][C@H:1]1[OH:6])=[N+:11]=[N-:12], predict the reactants needed to synthesize it. The reactants are: [CH:1]12[O:6][CH:5]1[CH2:4][O:3][CH2:2]2.C(O)C.[N-:10]=[N+:11]=[N-:12].[Na+].[Cl-].[NH4+].